Dataset: NCI-60 drug combinations with 297,098 pairs across 59 cell lines. Task: Regression. Given two drug SMILES strings and cell line genomic features, predict the synergy score measuring deviation from expected non-interaction effect. (1) Drug 1: CC12CCC(CC1=CCC3C2CCC4(C3CC=C4C5=CN=CC=C5)C)O. Drug 2: C1CCC(CC1)NC(=O)N(CCCl)N=O. Cell line: T-47D. Synergy scores: CSS=8.55, Synergy_ZIP=-0.552, Synergy_Bliss=7.97, Synergy_Loewe=6.16, Synergy_HSA=8.42. (2) Drug 1: CN1CCC(CC1)COC2=C(C=C3C(=C2)N=CN=C3NC4=C(C=C(C=C4)Br)F)OC. Drug 2: C(CN)CNCCSP(=O)(O)O. Cell line: U251. Synergy scores: CSS=-1.23, Synergy_ZIP=-0.447, Synergy_Bliss=-1.48, Synergy_Loewe=-18.9, Synergy_HSA=-3.87. (3) Drug 1: CC12CCC(CC1=CCC3C2CCC4(C3CC=C4C5=CN=CC=C5)C)O. Drug 2: CC1CCCC2(C(O2)CC(NC(=O)CC(C(C(=O)C(C1O)C)(C)C)O)C(=CC3=CSC(=N3)C)C)C. Cell line: HCT116. Synergy scores: CSS=19.1, Synergy_ZIP=0.459, Synergy_Bliss=4.51, Synergy_Loewe=1.80, Synergy_HSA=4.04.